From a dataset of Peptide-MHC class I binding affinity with 185,985 pairs from IEDB/IMGT. Regression. Given a peptide amino acid sequence and an MHC pseudo amino acid sequence, predict their binding affinity value. This is MHC class I binding data. The MHC is BoLA-JSP.1 with pseudo-sequence BoLA-JSP.1. The peptide sequence is FSYNVAYAI. The binding affinity (normalized) is 0.0641.